Predict the reaction yield, written as a fraction of the theoretical maximum amount of product (1.0 means a 100% yield; for example, 0.34 means a 34% yield). From a dataset of Reaction yield outcomes from USPTO patents with 853,638 reactions. (1) The reactants are [Cl:1][C:2]1[C:3]([F:42])=[C:4]([C@@H:8]2[C@:12]([C:15]3[CH:20]=[CH:19][C:18]([Cl:21])=[CH:17][C:16]=3[F:22])([C:13]#[N:14])[C@H:11]([CH2:23][C:24]([CH3:27])([CH3:26])[CH3:25])[NH:10][C@H:9]2[C:28]([NH:30][C:31]2[CH:39]=[CH:38][C:34]([C:35]([OH:37])=[O:36])=[CH:33][C:32]=2[O:40][CH3:41])=[O:29])[CH:5]=[CH:6][CH:7]=1.C(N(CC)CC)C.O=C1N(P(Cl)(N2CCOC2=O)=O)CCO1.[O:65]([CH2:69][CH2:70]O)[CH2:66][CH2:67][OH:68]. The catalyst is C(Cl)Cl. The product is [Cl:1][C:2]1[C:3]([F:42])=[C:4]([C@@H:8]2[C@:12]([C:15]3[CH:20]=[CH:19][C:18]([Cl:21])=[CH:17][C:16]=3[F:22])([C:13]#[N:14])[C@H:11]([CH2:23][C:24]([CH3:26])([CH3:27])[CH3:25])[NH:10][C@H:9]2[C:28]([NH:30][C:31]2[CH:39]=[CH:38][C:34]([C:35]([O:37][CH2:70][CH2:69][O:65][CH2:66][CH2:67][OH:68])=[O:36])=[CH:33][C:32]=2[O:40][CH3:41])=[O:29])[CH:5]=[CH:6][CH:7]=1. The yield is 0.230. (2) The reactants are Br[CH2:2][C:3]1[CH:4]=[CH:5][C:6](=O)[NH:7][CH:8]=1.[OH-:10].[Na+]. The catalyst is C(NCC)C. The product is [CH2:6]([N:7]([CH2:2][C:3]1[C:8](=[O:10])[NH:7][CH:6]=[CH:5][CH:4]=1)[CH2:8][CH3:3])[CH3:5]. The yield is 0.340. (3) The yield is 0.760. The catalyst is O. The product is [CH3:1][O:2][C:3]([C:4]1[C:5]2[O:11][C:14]([NH2:13])=[N:10][C:6]=2[CH:7]=[CH:8][CH:9]=1)=[O:12]. The reactants are [CH3:1][O:2][C:3](=[O:12])[C:4]1[CH:9]=[CH:8][CH:7]=[C:6]([NH2:10])[C:5]=1[OH:11].[N:13]#[C:14]Br.C(O)C. (4) The reactants are [NH2:1][C:2]1[CH:7]=[CH:6][C:5]([C:8]2[C:12]([C:13]3[CH:18]=[CH:17][N:16]=[C:15]4[NH:19][C:20]([C:22]5[CH:27]=[CH:26][CH:25]=[C:24]([CH2:28][N:29]([CH3:31])[CH3:30])[CH:23]=5)=[CH:21][C:14]=34)=[CH:11][N:10]([CH2:32][CH3:33])[N:9]=2)=[CH:4][CH:3]=1.[CH3:34][NH:35][CH3:36].[O:37]1[CH2:41]CCC1. No catalyst specified. The product is [CH3:31][N:29]([CH2:28][C:24]1[CH:23]=[C:22]([C:20]2[NH:19][C:15]3=[N:16][CH:17]=[CH:18][C:13]([C:12]4[C:8]([C:5]5[CH:4]=[CH:3][C:2]([NH:1][C:41](=[O:37])[N:35]([CH3:36])[CH3:34])=[CH:7][CH:6]=5)=[N:9][N:10]([CH2:32][CH3:33])[CH:11]=4)=[C:14]3[CH:21]=2)[CH:27]=[CH:26][CH:25]=1)[CH3:30]. The yield is 0.460. (5) The reactants are [NH2:1][C:2]1[CH:7]=[CH:6][C:5]([N:8]([CH2:30][C:31]2[CH:36]=[CH:35][CH:34]=[C:33]([C:37]#[N:38])[CH:32]=2)[CH:9]2[CH2:14][CH2:13][N:12]([CH:15]([CH3:29])[CH2:16][CH2:17][NH:18][C:19]([C:21]3[C:22]([CH3:28])=[N:23][CH:24]=[N:25][C:26]=3[CH3:27])=[O:20])[CH2:11][CH2:10]2)=[CH:4][CH:3]=1.CCN(CC)CC.[C:46](O[C:46]([C:48]([F:51])([F:50])[F:49])=[O:47])([C:48]([F:51])([F:50])[F:49])=[O:47]. The catalyst is C(Cl)Cl. The product is [C:37]([C:33]1[CH:32]=[C:31]([CH:36]=[CH:35][CH:34]=1)[CH2:30][N:8]([C:5]1[CH:4]=[CH:3][C:2]([NH:1][C:46](=[O:47])[C:48]([F:51])([F:50])[F:49])=[CH:7][CH:6]=1)[CH:9]1[CH2:14][CH2:13][N:12]([CH:15]([CH3:29])[CH2:16][CH2:17][NH:18][C:19]([C:21]2[C:26]([CH3:27])=[N:25][CH:24]=[N:23][C:22]=2[CH3:28])=[O:20])[CH2:11][CH2:10]1)#[N:38]. The yield is 0.940. (6) The reactants are [NH2:1][CH:2]([CH2:12][C:13]1[CH:18]=[CH:17][C:16]([C:19]([F:22])([F:21])[F:20])=[CH:15][CH:14]=1)[CH:3]([C:5]1[CH:10]=[CH:9][C:8]([F:11])=[CH:7][CH:6]=1)[OH:4].[C:23]1([CH2:29][CH2:30][CH2:31][CH2:32][C:33](O)=[O:34])[CH:28]=[CH:27][CH:26]=[CH:25][CH:24]=1.Cl.C(N=C=NCCCN(C)C)C.ON1C2C=CC=CC=2N=N1. The catalyst is C(#N)C.O. The product is [F:11][C:8]1[CH:9]=[CH:10][C:5]([CH:3]([OH:4])[CH:2]([NH:1][C:33](=[O:34])[CH2:32][CH2:31][CH2:30][CH2:29][C:23]2[CH:28]=[CH:27][CH:26]=[CH:25][CH:24]=2)[CH2:12][C:13]2[CH:18]=[CH:17][C:16]([C:19]([F:22])([F:20])[F:21])=[CH:15][CH:14]=2)=[CH:6][CH:7]=1. The yield is 0.690.